Predict the reaction yield, written as a fraction of the theoretical maximum amount of product (1.0 means a 100% yield; for example, 0.34 means a 34% yield). From a dataset of Reaction yield outcomes from USPTO patents with 853,638 reactions. (1) The reactants are [C:1]([BH3-])#[N:2].[Na+].N[C:6]1[CH:7]=[CH:8][C:9]2[C:10]3[N:18]=[C:17]([Br:19])[CH:16]=C(C(N)=O)[C:11]=3[NH:12][C:13]=2[CH:14]=1.C=O.[C:25]([OH:28])(=O)[CH3:26].[NH3:29].[CH3:30]O. The catalyst is C1COCC1.O.C(#N)C. The product is [Br:19][C:17]1[CH:16]=[C:26]([C:25]([NH2:29])=[O:28])[C:11]2[NH:12][C:13]3[CH:14]=[C:6]([N:2]([CH3:1])[CH3:30])[CH:7]=[CH:8][C:9]=3[C:10]=2[N:18]=1. The yield is 0.660. (2) The reactants are [CH2:1]([O:8][C:9]1([C:12]2[CH:17]=[CH:16][C:15]([C:18]#[C:19][C:20]3[CH:25]=[CH:24][C:23]([CH2:26][C:27]([O:29][CH3:30])=[O:28])=[CH:22][CH:21]=3)=[CH:14][CH:13]=2)[CH2:11][CH2:10]1)[C:2]1[CH:7]=[CH:6][CH:5]=[CH:4][CH:3]=1.[CH3:31]OC(=O)CC1C=CC(I)=CC=1. The catalyst is C(N(CC)CC)C.[Cu]I.Cl[Pd](Cl)([P](C1C=CC=CC=1)(C1C=CC=CC=1)C1C=CC=CC=1)[P](C1C=CC=CC=1)(C1C=CC=CC=1)C1C=CC=CC=1. The product is [CH2:1]([O:8][C:9]1([C:12]2[CH:17]=[CH:16][C:15]([C:18]#[C:19][C:20]3[CH:21]=[CH:22][C:23]([CH2:26][C:27]([O:29][CH3:30])=[O:28])=[CH:24][CH:25]=3)=[CH:14][C:13]=2[CH3:31])[CH2:11][CH2:10]1)[C:2]1[CH:7]=[CH:6][CH:5]=[CH:4][CH:3]=1. The yield is 0.710. (3) The reactants are [CH2:1]([O:8][C:9]1[C:14]([CH2:15][N:16]2[CH2:25][CH2:24][C:23]3[C:18](=[C:19]([Cl:28])[C:20](Br)=[CH:21][C:22]=3[Cl:26])[C:17]2=[O:29])=[C:13]([CH3:30])[CH:12]=[C:11]([CH3:31])[N:10]=1)[C:2]1[CH:7]=[CH:6][CH:5]=[CH:4][CH:3]=1.[CH3:32][N:33]1[C:37]([Sn](CCCC)(CCCC)CCCC)=[C:36]([CH3:51])[N:35]=[N:34]1. The catalyst is [Cu]I.C1C=CC([P]([Pd]([P](C2C=CC=CC=2)(C2C=CC=CC=2)C2C=CC=CC=2)([P](C2C=CC=CC=2)(C2C=CC=CC=2)C2C=CC=CC=2)[P](C2C=CC=CC=2)(C2C=CC=CC=2)C2C=CC=CC=2)(C2C=CC=CC=2)C2C=CC=CC=2)=CC=1.O1CCOCC1. The product is [CH2:1]([O:8][C:9]1[C:14]([CH2:15][N:16]2[CH2:25][CH2:24][C:23]3[C:18](=[C:19]([Cl:28])[C:20]([C:37]4[N:33]([CH3:32])[N:34]=[N:35][C:36]=4[CH3:51])=[CH:21][C:22]=3[Cl:26])[C:17]2=[O:29])=[C:13]([CH3:30])[CH:12]=[C:11]([CH3:31])[N:10]=1)[C:2]1[CH:7]=[CH:6][CH:5]=[CH:4][CH:3]=1. The yield is 0.210. (4) The reactants are [NH:1]1[C:5]2=[N:6][CH:7]=[N:8][C:9]([NH2:10])=[C:4]2[CH:3]=[N:2]1.C1C(=O)N([I:18])C(=O)C1.C([O-])(O)=O.[Na+]. The catalyst is CN(C=O)C. The product is [I:18][C:3]1[C:4]2[C:5](=[N:6][CH:7]=[N:8][C:9]=2[NH2:10])[NH:1][N:2]=1. The yield is 0.690.